Dataset: Full USPTO retrosynthesis dataset with 1.9M reactions from patents (1976-2016). Task: Predict the reactants needed to synthesize the given product. (1) Given the product [C:15]([C@@:5]1([C:3]([OH:2])=[O:4])[CH2:9][C:8]2[CH:10]=[C:11]([O:14][CH2:34][CH2:33][CH2:32][O:31][C:21]3[CH:22]=[CH:23][C:24]([CH2:26][C:27]([F:28])([F:29])[F:30])=[CH:25][C:20]=3[Cl:19])[CH:12]=[CH:13][C:7]=2[O:6]1)([CH3:18])([CH3:17])[CH3:16], predict the reactants needed to synthesize it. The reactants are: C[O:2][C:3]([C:5]1([C:15]([CH3:18])([CH3:17])[CH3:16])[CH2:9][C:8]2[CH:10]=[C:11]([OH:14])[CH:12]=[CH:13][C:7]=2[O:6]1)=[O:4].[Cl:19][C:20]1[CH:25]=[C:24]([CH2:26][C:27]([F:30])([F:29])[F:28])[CH:23]=[CH:22][C:21]=1[O:31][CH2:32][CH2:33][CH2:34]I. (2) Given the product [OH:1][C:2]1[C:23]([C:24]2[CH:29]=[CH:28][CH:27]=[CH:26][N:25]=2)=[C:5]2[NH:6][C:7]([C:11]3[CH:12]=[C:13]4[C:17](=[CH:18][CH:19]=3)[NH:16][N:15]=[CH:14]4)=[CH:8][C:9](=[O:10])[N:4]2[N:3]=1, predict the reactants needed to synthesize it. The reactants are: [OH:1][C:2]1[C:23]([C:24]2[CH:29]=[CH:28][CH:27]=[CH:26][N:25]=2)=[C:5]2[NH:6][C:7]([C:11]3[CH:12]=[C:13]4[C:17](=[CH:18][CH:19]=3)[N:16](COC)[N:15]=[CH:14]4)=[CH:8][C:9](=[O:10])[N:4]2[N:3]=1.Cl. (3) Given the product [O:23]1[C:24]2[C:25](=[N:26][CH:27]=[CH:28][CH:29]=2)[O:30][C@@H:21]([C:18]2[CH:17]=[CH:16][C:15]([CH2:14][N:11]3[CH2:12][CH2:33][CH:34]([O:37][CH2:38][C:39]([NH2:41])=[O:40])[CH2:9][CH2:10]3)=[CH:20][CH:19]=2)[CH2:22]1, predict the reactants needed to synthesize it. The reactants are: C(OC(N1C[CH2:12][N:11]([CH2:14][C:15]2[CH:20]=[CH:19][C:18]([C@@H:21]3[O:30][C:25]4=[N:26][CH:27]=[CH:28][CH:29]=[C:24]4[O:23][CH2:22]3)=[CH:17][CH:16]=2)[CH2:10][CH2:9]1)=O)(C)(C)C.N1CC[CH:34]([O:37][CH2:38][C:39]([NH2:41])=[O:40])[CH2:33]C1. (4) Given the product [F:20][C:14]1[CH:15]=[C:16]([F:19])[CH:17]=[CH:18][C:13]=1[N:12]1[CH:8]([C:6]2[CH:5]=[CH:4][N:3]=[C:2]([C:34]3[CH:33]=[CH:32][CH:31]=[C:30]([S:29][CH3:28])[CH:35]=3)[CH:7]=2)[CH2:9][C:10]([C:21]([F:27])([F:26])[C:22]([F:25])([F:24])[F:23])=[N:11]1, predict the reactants needed to synthesize it. The reactants are: Br[C:2]1[CH:7]=[C:6]([CH:8]2[N:12]([C:13]3[CH:18]=[CH:17][C:16]([F:19])=[CH:15][C:14]=3[F:20])[N:11]=[C:10]([C:21]([F:27])([F:26])[C:22]([F:25])([F:24])[F:23])[CH2:9]2)[CH:5]=[CH:4][N:3]=1.[CH3:28][S:29][C:30]1[CH:31]=[C:32](B(O)O)[CH:33]=[CH:34][CH:35]=1.C(=O)([O-])[O-].[Na+].[Na+].C(O)C.